Dataset: Full USPTO retrosynthesis dataset with 1.9M reactions from patents (1976-2016). Task: Predict the reactants needed to synthesize the given product. (1) Given the product [OH:8][N:9]1[C:15](=[O:16])[N:14]2[CH2:17][C@H:10]1[CH2:11][CH2:12][C@H:13]2[C:18]([NH:20][O:21][CH:22]1[CH2:23][N:24]([C:26]([O:28][C:29]([CH3:32])([CH3:31])[CH3:30])=[O:27])[CH2:25]1)=[O:19], predict the reactants needed to synthesize it. The reactants are: C([O:8][N:9]1[C:15](=[O:16])[N:14]2[CH2:17][C@H:10]1[CH2:11][CH2:12][C@H:13]2[C:18]([NH:20][O:21][CH:22]1[CH2:25][N:24]([C:26]([O:28][C:29]([CH3:32])([CH3:31])[CH3:30])=[O:27])[CH2:23]1)=[O:19])C1C=CC=CC=1.[H][H]. (2) Given the product [C:1]([O:5][C:6](=[O:31])[CH2:7][O:8][C:9]1[CH:14]=[CH:13][C:12]([Cl:15])=[CH:11][C:10]=1[C:16]#[C:17][C:18]1[CH:19]=[CH:20][C:21]([C:41]2[CH:40]=[CH:45][CH:44]=[C:43]([Cl:46])[CH:42]=2)=[C:22]([S:24]([CH3:27])(=[O:25])=[O:26])[CH:23]=1)([CH3:2])([CH3:4])[CH3:3], predict the reactants needed to synthesize it. The reactants are: [C:1]([O:5][C:6](=[O:31])[CH2:7][O:8][C:9]1[CH:14]=[CH:13][C:12]([Cl:15])=[CH:11][C:10]=1[C:16]#[C:17][C:18]1[CH:23]=[C:22]([S:24]([CH2:27]CC)(=[O:26])=[O:25])[CH:21]=[CH:20][C:19]=1F)([CH3:4])([CH3:3])[CH3:2].C(OC(=O)CO[C:40]1[CH:45]=[CH:44][C:43]([Cl:46])=[CH:42][C:41]=1C#C)(C)(C)C.BrC1C=CC(C2C=CC=C(Cl)C=2)=C(S(C)(=O)=O)C=1.